From a dataset of Full USPTO retrosynthesis dataset with 1.9M reactions from patents (1976-2016). Predict the reactants needed to synthesize the given product. (1) Given the product [CH3:1][N:2]([CH3:24])[CH2:3][CH2:4][NH:5][S:6]([CH:9]1[CH2:13][CH2:12][NH:11][CH2:10]1)(=[O:8])=[O:7], predict the reactants needed to synthesize it. The reactants are: [CH3:1][N:2]([CH3:24])[CH2:3][CH2:4][NH:5][S:6]([CH:9]1[CH2:13][CH2:12][N:11](C(OCC2C=CC=CC=2)=O)[CH2:10]1)(=[O:8])=[O:7]. (2) Given the product [CH2:1]([O:8][C:9]1[CH:26]=[CH:25][C:12]([O:13][C:14]2[C:15]([CH3:24])=[CH:16][C:17]([O:23][CH2:36][C:37]([O:39][CH2:40][CH3:41])=[O:38])=[C:18]3[C:22]=2[CH2:21][CH2:20][CH2:19]3)=[CH:11][C:10]=1[CH2:27][C:28]1[CH:33]=[CH:32][C:31]([F:34])=[CH:30][CH:29]=1)[C:2]1[CH:3]=[CH:4][CH:5]=[CH:6][CH:7]=1, predict the reactants needed to synthesize it. The reactants are: [CH2:1]([O:8][C:9]1[CH:26]=[CH:25][C:12]([O:13][C:14]2[C:22]3[CH2:21][CH2:20][CH2:19][C:18]=3[C:17]([OH:23])=[CH:16][C:15]=2[CH3:24])=[CH:11][C:10]=1[CH2:27][C:28]1[CH:33]=[CH:32][C:31]([F:34])=[CH:30][CH:29]=1)[C:2]1[CH:7]=[CH:6][CH:5]=[CH:4][CH:3]=1.Br[CH2:36][C:37]([O:39][CH2:40][CH3:41])=[O:38]. (3) Given the product [Br:16][C:8]1[CH:9]=[CH:10][N:5]([CH2:1][CH2:2][CH2:3][CH3:4])[C:6](=[O:14])[C:7]=1[C:12]#[N:13], predict the reactants needed to synthesize it. The reactants are: [CH2:1]([N:5]1[CH:10]=[CH:9][C:8](O)=[C:7]([C:12]#[N:13])[C:6]1=[O:14])[CH2:2][CH2:3][CH3:4].O(Br)[Br:16].[P+3]. (4) Given the product [CH3:1][O:2][C:3]1[CH:4]=[CH:5][CH:6]=[C:7]2[C:12]=1[CH2:11][C@H:10]([N:13]([CH2:22][CH2:23][CH3:24])[CH2:14][CH2:15][C:16]1[S:17][CH:18]=[CH:19][CH:20]=1)[CH2:9][CH2:8]2, predict the reactants needed to synthesize it. The reactants are: [CH3:1][O:2][C:3]1[CH:4]=[CH:5][CH:6]=[C:7]2[C:12]=1[CH2:11][C@H:10]([N:13]([CH2:22][CH2:23][CH3:24])[C:14](=O)[CH2:15][C:16]1[S:17][CH:18]=[CH:19][CH:20]=1)[CH2:9][CH2:8]2.CN(C)CC.